From a dataset of Reaction yield outcomes from USPTO patents with 853,638 reactions. Predict the reaction yield, written as a fraction of the theoretical maximum amount of product (1.0 means a 100% yield; for example, 0.34 means a 34% yield). (1) The reactants are Cl.[CH2:2]([O:4][C:5]([CH:7]1[CH2:11][CH:10]([OH:12])[CH2:9][NH:8]1)=[O:6])[CH3:3].CCN(CC)CC.[CH3:20][C:21]1[CH2:26][CH2:25][CH2:24][C:23]([CH3:28])([CH3:27])[C:22]=1/[CH:29]=[CH:30]/[C:31](/[CH3:41])=[CH:32]/[CH:33]=[CH:34]/[C:35](/[CH3:40])=[CH:36]/[C:37](Cl)=[O:38].O. The catalyst is C1(C)C=CC=CC=1. The product is [CH2:2]([O:4][C:5]([CH:7]1[CH2:11][CH:10]([OH:12])[CH2:9][N:8]1[C:37](=[O:38])[CH:36]=[C:35]([CH3:40])[CH:34]=[CH:33][CH:32]=[C:31]([CH3:41])[CH:30]=[CH:29][C:22]1[C:23]([CH3:27])([CH3:28])[CH2:24][CH2:25][CH2:26][C:21]=1[CH3:20])=[O:6])[CH3:3]. The yield is 0.340. (2) The reactants are [CH2:1]([O:8][CH2:9][C:10]1([CH2:20][OH:21])[CH2:19][CH2:18][C:13]2([O:17][CH2:16][CH2:15][O:14]2)[CH2:12][CH2:11]1)[C:2]1[CH:7]=[CH:6][CH:5]=[CH:4][CH:3]=1.C(N(CC)CC)C. The catalyst is CS(C)=O. The product is [CH2:1]([O:8][CH2:9][C:10]1([CH:20]=[O:21])[CH2:19][CH2:18][C:13]2([O:14][CH2:15][CH2:16][O:17]2)[CH2:12][CH2:11]1)[C:2]1[CH:7]=[CH:6][CH:5]=[CH:4][CH:3]=1. The yield is 0.950. (3) The reactants are [C:1]([O:20][CH3:21])(=[O:19])[CH2:2][CH2:3][CH2:4][CH2:5][CH2:6][CH2:7][CH2:8][CH2:9][CH2:10][CH2:11][CH2:12][CH2:13][CH2:14][CH2:15][C:16]([O-:18])=[O:17].F[B-](F)(F)F.[C:27]1(=[O:41])[N:31](OC(N(C)C)=[N+](C)C)[C:30](=[O:40])[CH2:29][CH2:28]1.C(N(CC)C(C)C)(C)C. The catalyst is C1COCC1. The product is [C:1]([O:20][CH3:21])(=[O:19])[CH2:2][CH2:3][CH2:4][CH2:5][CH2:6][CH2:7][CH2:8][CH2:9][CH2:10][CH2:11][CH2:12][CH2:13][CH2:14][CH2:15][C:16]([O:18][N:31]1[C:27](=[O:41])[CH2:28][CH2:29][C:30]1=[O:40])=[O:17]. The yield is 0.960. (4) The reactants are Cl[C:2]1[CH:7]=[CH:6][N:5]=[C:4]2[CH:8]=[CH:9][NH:10][C:3]=12.[F:11][C:12]1[CH:17]=[C:16]([N+:18]([O-:20])=[O:19])[CH:15]=[CH:14][C:13]=1[OH:21].C([O-])([O-])=O.[K+].[K+]. The catalyst is O(C1C=CC=CC=1)C1C=CC=CC=1. The product is [F:11][C:12]1[CH:17]=[C:16]([N+:18]([O-:20])=[O:19])[CH:15]=[CH:14][C:13]=1[O:21][C:2]1[CH:7]=[CH:6][N:5]=[C:4]2[CH:8]=[CH:9][NH:10][C:3]=12. The yield is 0.260.